This data is from Reaction yield outcomes from USPTO patents with 853,638 reactions. The task is: Predict the reaction yield, written as a fraction of the theoretical maximum amount of product (1.0 means a 100% yield; for example, 0.34 means a 34% yield). (1) The reactants are [C@@H:1]([NH:5][C:6]1[C:7]([C:20]2[O:21][C:22]3[CH:28]=[CH:27][C:26]([F:29])=[CH:25][C:23]=3[CH:24]=2)=[N:8][C:9]2[C:14]([N:15]=1)=[CH:13][C:12]([C:16]([O:18]C)=[O:17])=[CH:11][CH:10]=2)([CH2:3][CH3:4])[CH3:2].[H-].[Na+].[CH3:32]I. The catalyst is C1COCC1. The product is [C@@H:1]([N:5]([CH3:32])[C:6]1[C:7]([C:20]2[O:21][C:22]3[CH:28]=[CH:27][C:26]([F:29])=[CH:25][C:23]=3[CH:24]=2)=[N:8][C:9]2[C:14]([N:15]=1)=[CH:13][C:12]([C:16]([OH:18])=[O:17])=[CH:11][CH:10]=2)([CH2:3][CH3:4])[CH3:2]. The yield is 0.270. (2) The reactants are [C:1]([O:5][C:6]([N:8]1[CH2:13][CH2:12][CH2:11][C@@H:10]([C:14]([OH:16])=O)[CH2:9]1)=[O:7])([CH3:4])([CH3:3])[CH3:2].Cl.[CH3:18][NH:19][O:20][CH3:21].CCN=C=NCCCN(C)C.Cl.CCN(C(C)C)C(C)C. The catalyst is C(Cl)Cl.CCOC(C)=O. The product is [CH3:21][O:20][N:19]([CH3:18])[C:14]([C@@H:10]1[CH2:11][CH2:12][CH2:13][N:8]([C:6]([O:5][C:1]([CH3:2])([CH3:3])[CH3:4])=[O:7])[CH2:9]1)=[O:16]. The yield is 0.820. (3) The reactants are F[C:2]1[C:12]([C:13](=[O:32])[CH2:14][N:15]2[CH2:20][CH2:19][N:18]([C:21]3[CH:30]=[CH:29][CH:28]=[C:27]4[C:22]=3[CH:23]=[CH:24][C:25]([CH3:31])=[N:26]4)[CH2:17][CH2:16]2)=[CH:11][C:5]2[NH:6][C:7](=[O:10])[CH2:8][O:9][C:4]=2[CH:3]=1.[BH4-].[Na+]. The catalyst is CO. The product is [OH:32][CH:13]([C:12]1[CH:2]=[CH:3][C:4]2[O:9][CH2:8][C:7](=[O:10])[NH:6][C:5]=2[CH:11]=1)[CH2:14][N:15]1[CH2:20][CH2:19][N:18]([C:21]2[CH:30]=[CH:29][CH:28]=[C:27]3[C:22]=2[CH:23]=[CH:24][C:25]([CH3:31])=[N:26]3)[CH2:17][CH2:16]1. The yield is 0.480. (4) The reactants are [NH2:1][C:2]1[CH:7]=[CH:6][CH:5]=[C:4]([CH3:8])[N:3]=1.[C:9](O[C:9]([O:11][C:12]([CH3:15])([CH3:14])[CH3:13])=[O:10])([O:11][C:12]([CH3:15])([CH3:14])[CH3:13])=[O:10]. No catalyst specified. The product is [C:12]([O:11][C:9]([NH:1][C:2]1[CH:7]=[CH:6][CH:5]=[C:4]([CH3:8])[N:3]=1)=[O:10])([CH3:15])([CH3:14])[CH3:13]. The yield is 1.00.